Dataset: Forward reaction prediction with 1.9M reactions from USPTO patents (1976-2016). Task: Predict the product of the given reaction. (1) Given the reactants CCN=C=NCCCN(C)C.Cl.[CH3:13][N:14]1[C:22]2[C:17](=[CH:18][CH:19]=[CH:20][CH:21]=2)[C:16]([C:23]([OH:25])=O)=[CH:15]1.[NH2:26][C:27]1[CH:32]=[CH:31][C:30]([CH2:33][C:34]([O:36][CH2:37][CH3:38])=[O:35])=[CH:29][C:28]=1[Cl:39].C1C=CC2N(O)N=NC=2C=1, predict the reaction product. The product is: [Cl:39][C:28]1[CH:29]=[C:30]([CH2:33][C:34]([O:36][CH2:37][CH3:38])=[O:35])[CH:31]=[CH:32][C:27]=1[NH:26][C:23]([C:16]1[C:17]2[C:22](=[CH:21][CH:20]=[CH:19][CH:18]=2)[N:14]([CH3:13])[CH:15]=1)=[O:25]. (2) Given the reactants [Cl:1][C:2]1[CH:28]=[CH:27][C:5]2[N:6]3[C:10]([CH2:11][NH:12][CH2:13][C:4]=2[CH:3]=1)=[N:9][N:8]=[C:7]3[C@H:14]1[CH2:19][CH2:18][C@H:17]([C:20]2[C:25]([F:26])=[CH:24][CH:23]=[CH:22][N:21]=2)[CH2:16][CH2:15]1.C(N(CC)CC)C.[CH3:36][N:37]([CH3:42])[S:38](Cl)(=[O:40])=[O:39], predict the reaction product. The product is: [CH3:36][N:37]([CH3:42])[S:38]([N:12]1[CH2:11][C:10]2[N:6]([C:7]([C@H:14]3[CH2:19][CH2:18][C@H:17]([C:20]4[C:25]([F:26])=[CH:24][CH:23]=[CH:22][N:21]=4)[CH2:16][CH2:15]3)=[N:8][N:9]=2)[C:5]2[CH:27]=[CH:28][C:2]([Cl:1])=[CH:3][C:4]=2[CH2:13]1)(=[O:40])=[O:39]. (3) Given the reactants [CH3:1][O:2][C:3]1[CH:4]=[C:5]2[C:10](=[CH:11][C:12]=1[O:13][CH3:14])[N:9]=[CH:8][N:7]=[C:6]2[O:15][C:16]1[CH:22]=[CH:21][C:19]([NH2:20])=[C:18]([O:23][CH3:24])[CH:17]=1.C(N(CC)CC)C.ClC(Cl)(O[C:36](=[O:42])OC(Cl)(Cl)Cl)Cl.[N:44]1([CH2:50][CH2:51][NH2:52])[CH2:49][CH2:48][CH2:47][CH2:46][CH2:45]1, predict the reaction product. The product is: [CH3:1][O:2][C:3]1[CH:4]=[C:5]2[C:10](=[CH:11][C:12]=1[O:13][CH3:14])[N:9]=[CH:8][N:7]=[C:6]2[O:15][C:16]1[CH:22]=[CH:21][C:19]([NH:20][C:36]([NH:52][CH2:51][CH2:50][N:44]2[CH2:49][CH2:48][CH2:47][CH2:46][CH2:45]2)=[O:42])=[C:18]([O:23][CH3:24])[CH:17]=1.